This data is from Catalyst prediction with 721,799 reactions and 888 catalyst types from USPTO. The task is: Predict which catalyst facilitates the given reaction. (1) Reactant: [CH3:1]C(C)C(=O)C(P(=O)([O-])[O-])=[N+]=[N-].[CH:13]([CH2:15][CH2:16][C:17]1[O:18][C:19]2[CH:25]=[CH:24][C:23]([C:26]([O:28][CH3:29])=[O:27])=[CH:22][C:20]=2[CH:21]=1)=O.C([O-])([O-])=O.[K+].[K+]. Product: [CH2:16]([C:17]1[O:18][C:19]2[CH:25]=[CH:24][C:23]([C:26]([O:28][CH3:29])=[O:27])=[CH:22][C:20]=2[CH:21]=1)[CH2:15][C:13]#[CH:1]. The catalyst class is: 5. (2) Reactant: [C:1]([O:5][C:6]([N:8]1[C:16]2[C:11](=[C:12]([NH:24][C:25]3[CH:30]=[CH:29][C:28]([Si](C)(C)C)=[CH:27][C:26]=3[F:35])[C:13]([C:17]([O:19][C:20]([CH3:23])([CH3:22])[CH3:21])=[O:18])=[CH:14][CH:15]=2)[CH:10]=[N:9]1)=[O:7])([CH3:4])([CH3:3])[CH3:2].[Br:36]N1C(=O)CCC1=O. Product: [C:1]([O:5][C:6]([N:8]1[C:16]2[C:11](=[C:12]([NH:24][C:25]3[CH:30]=[CH:29][C:28]([Br:36])=[CH:27][C:26]=3[F:35])[C:13]([C:17]([O:19][C:20]([CH3:23])([CH3:22])[CH3:21])=[O:18])=[CH:14][CH:15]=2)[CH:10]=[N:9]1)=[O:7])([CH3:4])([CH3:3])[CH3:2]. The catalyst class is: 2. (3) Product: [CH3:44][O:45][C:46](=[O:51])[CH2:47][C:48]([NH:33][S:30]([C:28]1[CH:27]=[CH:26][C:18]2[N:19]([CH:20]3[CH2:21][CH2:22][CH2:23][CH2:24][CH2:25]3)[C:15]([C:12]3[CH:11]=[CH:10][C:9]([O:8][CH2:1][C:2]4[CH:7]=[CH:6][CH:5]=[CH:4][CH:3]=4)=[CH:14][CH:13]=3)=[N:16][C:17]=2[CH:29]=1)(=[O:32])=[O:31])=[O:49]. The catalyst class is: 4. Reactant: [CH2:1]([O:8][C:9]1[CH:14]=[CH:13][C:12]([C:15]2[N:19]([CH:20]3[CH2:25][CH2:24][CH2:23][CH2:22][CH2:21]3)[C:18]3[CH:26]=[CH:27][C:28]([S:30]([NH2:33])(=[O:32])=[O:31])=[CH:29][C:17]=3[N:16]=2)=[CH:11][CH:10]=1)[C:2]1[CH:7]=[CH:6][CH:5]=[CH:4][CH:3]=1.C[Si]([N-][Si](C)(C)C)(C)C.[Li+].[CH3:44][O:45][C:46](=[O:51])[CH2:47][C:48](Cl)=[O:49]. (4) Reactant: [OH:1][CH2:2][CH2:3][CH2:4][CH2:5][C:6]1[CH:7]=[C:8]([S:12]([NH2:15])(=[O:14])=[O:13])[CH:9]=[CH:10][CH:11]=1.[OH-].[Na+].Br[CH2:19][C:20]1[CH:21]=[C:22]([CH2:26][CH2:27][N:28]2[CH2:32][C@@H:31]([C:33]3[CH:44]=[CH:43][C:36]4[O:37][C:38]([CH3:42])([CH3:41])[O:39][CH2:40][C:35]=4[CH:34]=3)[O:30][C:29]2=[O:45])[CH:23]=[CH:24][CH:25]=1.S([O-])([O-])(=O)=O.C([N+](CCCC)(CCCC)CCCC)CCC.C([N+](CCCC)(CCCC)CCCC)CCC. Product: [CH3:41][C:38]1([CH3:42])[O:37][C:36]2[CH:43]=[CH:44][C:33]([C@H:31]3[O:30][C:29](=[O:45])[N:28]([CH2:27][CH2:26][C:22]4[CH:21]=[C:20]([CH:25]=[CH:24][CH:23]=4)[CH2:19][O:1][CH2:2][CH2:3][CH2:4][CH2:5][C:6]4[CH:7]=[C:8]([S:12]([NH2:15])(=[O:13])=[O:14])[CH:9]=[CH:10][CH:11]=4)[CH2:32]3)=[CH:34][C:35]=2[CH2:40][O:39]1. The catalyst class is: 2. (5) Reactant: [C:1]([NH:5][C:6]([C:8]1[C:16]2[C:11](=[N:12][CH:13]=[C:14]([NH:17][C:18]3[CH:19]=[N:20][C:21]([CH3:24])=[CH:22][CH:23]=3)[N:15]=2)[N:10](COCC[Si](C)(C)C)[CH:9]=1)=[O:7])([CH3:4])([CH3:3])[CH3:2].FC(F)(F)C(O)=O.CO.[OH-].[NH4+]. Product: [C:1]([NH:5][C:6]([C:8]1[C:16]2[C:11](=[N:12][CH:13]=[C:14]([NH:17][C:18]3[CH:19]=[N:20][C:21]([CH3:24])=[CH:22][CH:23]=3)[N:15]=2)[NH:10][CH:9]=1)=[O:7])([CH3:4])([CH3:3])[CH3:2]. The catalyst class is: 4. (6) Reactant: C([O:3][C:4]([CH:6]([C:19]#[C:20][C:21]1[CH:26]=[CH:25][CH:24]=[CH:23][CH:22]=1)[CH2:7][NH:8][C:9]1[C:18]2[C:13](=[CH:14][CH:15]=[CH:16][CH:17]=2)[N:12]=[CH:11][N:10]=1)=O)C.CO.[CH3:29][NH2:30]. Product: [CH3:29][NH:30][C:4]([CH:6]([C:19]#[C:20][C:21]1[CH:26]=[CH:25][CH:24]=[CH:23][CH:22]=1)[CH2:7][NH:8][C:9]1[C:18]2[C:13](=[CH:14][CH:15]=[CH:16][CH:17]=2)[N:12]=[CH:11][N:10]=1)=[O:3]. The catalyst class is: 7. (7) Reactant: Br[C:2]1[O:6][C:5]2[C:7]([O:13]C(=O)C)=[C:8]([O:11][CH3:12])[CH:9]=[CH:10][C:4]=2[C:3]=1[C:17](=[O:30])[C:18]1[CH:23]=[C:22]([O:24][CH3:25])[C:21]([O:26][CH3:27])=[C:20]([O:28][CH3:29])[CH:19]=1.[C-:31]#[N:32].[Na+]. Product: [C:31]([C:2]1[O:6][C:5]2[C:7]([OH:13])=[C:8]([O:11][CH3:12])[CH:9]=[CH:10][C:4]=2[C:3]=1[C:17](=[O:30])[C:18]1[CH:19]=[C:20]([O:28][CH3:29])[C:21]([O:26][CH3:27])=[C:22]([O:24][CH3:25])[CH:23]=1)#[N:32]. The catalyst class is: 16.